From a dataset of Catalyst prediction with 721,799 reactions and 888 catalyst types from USPTO. Predict which catalyst facilitates the given reaction. Reactant: [CH:1]1([O:6][C:7](=[O:23])[CH:8]([O:17][CH:18]2[CH2:22][CH2:21][CH2:20][CH2:19]2)[CH2:9][C:10]2[CH:15]=[CH:14][C:13]([OH:16])=[CH:12][CH:11]=2)[CH2:5][CH2:4][CH2:3][CH2:2]1.[CH3:24][N:25]1[CH:29]([CH2:30][CH2:31]OS(C2C=CC(C)=CC=2)(=O)=O)[CH2:28][N:27]([CH2:43][C:44]2[CH:49]=[CH:48][C:47]([C:50]([F:53])([F:52])[F:51])=[CH:46][CH:45]=2)[C:26]1=[O:54].C([O-])([O-])=O.[Cs+].[Cs+]. Product: [CH:1]1([O:6][C:7](=[O:23])[CH:8]([O:17][CH:18]2[CH2:19][CH2:20][CH2:21][CH2:22]2)[CH2:9][C:10]2[CH:11]=[CH:12][C:13]([O:16][CH2:31][CH2:30][CH:29]3[CH2:28][N:27]([CH2:43][C:44]4[CH:49]=[CH:48][C:47]([C:50]([F:52])([F:53])[F:51])=[CH:46][CH:45]=4)[C:26](=[O:54])[N:25]3[CH3:24])=[CH:14][CH:15]=2)[CH2:2][CH2:3][CH2:4][CH2:5]1. The catalyst class is: 3.